From a dataset of Reaction yield outcomes from USPTO patents with 853,638 reactions. Predict the reaction yield, written as a fraction of the theoretical maximum amount of product (1.0 means a 100% yield; for example, 0.34 means a 34% yield). (1) The reactants are [CH2:1]([O:3][C:4]1[CH:9]=[C:8]([O:10][CH2:11][C:12]2[CH:17]=[CH:16][C:15]([O:18][CH3:19])=[CH:14][CH:13]=2)[N:7]=[CH:6][C:5]=1[C:20]1[CH:25]=[CH:24][C:23]([CH2:26][C:27]([O:29]C)=[O:28])=[C:22]([F:31])[CH:21]=1)[CH3:2].O[Li].O.CC(=O)OCC. The yield is 0.930. The product is [CH2:1]([O:3][C:4]1[CH:9]=[C:8]([O:10][CH2:11][C:12]2[CH:13]=[CH:14][C:15]([O:18][CH3:19])=[CH:16][CH:17]=2)[N:7]=[CH:6][C:5]=1[C:20]1[CH:25]=[CH:24][C:23]([CH2:26][C:27]([OH:29])=[O:28])=[C:22]([F:31])[CH:21]=1)[CH3:2]. The catalyst is C1COCC1.O. (2) The reactants are Cl.[CH3:2][S:3]([C:6]1[CH:11]=[CH:10][C:9]([N:12]2[CH:17]=[CH:16][C:15]([O:18][CH:19]3[CH2:24][CH2:23][NH:22][CH2:21][CH2:20]3)=[CH:14][C:13]2=[O:25])=[CH:8][CH:7]=1)(=[O:5])=[O:4].C(N(C(C)C)CC)(C)C.Cl[C:36]([O:38][C:39]1[CH:44]=[CH:43][C:42]([Br:45])=[CH:41][CH:40]=1)=[O:37]. The catalyst is C(Cl)Cl. The product is [CH3:2][S:3]([C:6]1[CH:11]=[CH:10][C:9]([N:12]2[CH:17]=[CH:16][C:15]([O:18][CH:19]3[CH2:24][CH2:23][N:22]([C:36]([O:38][C:39]4[CH:44]=[CH:43][C:42]([Br:45])=[CH:41][CH:40]=4)=[O:37])[CH2:21][CH2:20]3)=[CH:14][C:13]2=[O:25])=[CH:8][CH:7]=1)(=[O:4])=[O:5]. The yield is 0.730. (3) The reactants are [F:1][C:2]1[CH:25]=[C:24]([N+:26]([O-:28])=[O:27])[CH:23]=[CH:22][C:3]=1[O:4][C:5]1[CH:10]=[CH:9][N:8]=[C:7]2[N:11]([CH2:14][O:15][CH2:16][CH2:17][Si:18]([CH3:21])([CH3:20])[CH3:19])[CH:12]=[CH:13][C:6]=12.C1C(=O)N([Br:36])C(=O)C1. The catalyst is C(#N)C. The product is [Br:36][C:13]1[C:6]2[C:7](=[N:8][CH:9]=[CH:10][C:5]=2[O:4][C:3]2[CH:22]=[CH:23][C:24]([N+:26]([O-:28])=[O:27])=[CH:25][C:2]=2[F:1])[N:11]([CH2:14][O:15][CH2:16][CH2:17][Si:18]([CH3:21])([CH3:20])[CH3:19])[CH:12]=1. The yield is 0.940. (4) The reactants are CC1(C)C(C)(C)OB([C:9]2[CH:10]=[N:11][N:12](C(OC(C)(C)C)=O)[CH:13]=2)O1.O1C=CC=C1P(C1OC=CC=1)C1OC=CC=1.C(=O)([O-])[O-].[Cs+].[Cs+].Br[C:45]1[CH:46]=[CH:47][C:48](/[C:53](/[C:72]2[CH:77]=[CH:76][C:75]([Cl:78])=[CH:74][CH:73]=2)=[CH:54]/[C@@H:55]2[N:59]([CH2:60][C:61]3[CH:66]=[CH:65][C:64]([O:67][CH3:68])=[CH:63][C:62]=3[O:69][CH3:70])[C:58](=[O:71])[CH2:57][CH2:56]2)=[N:49][C:50]=1[O:51][CH3:52]. The catalyst is O1CCOCC1.C(OCC)(=O)C.C1C=CC(/C=C/C(/C=C/C2C=CC=CC=2)=O)=CC=1.C1C=CC(/C=C/C(/C=C/C2C=CC=CC=2)=O)=CC=1.C1C=CC(/C=C/C(/C=C/C2C=CC=CC=2)=O)=CC=1.[Pd].[Pd].O. The product is [Cl:78][C:75]1[CH:74]=[CH:73][C:72](/[C:53](/[C:48]2[CH:47]=[CH:46][C:45]([C:9]3[CH:13]=[N:12][NH:11][CH:10]=3)=[C:50]([O:51][CH3:52])[N:49]=2)=[CH:54]\[C@@H:55]2[N:59]([CH2:60][C:61]3[CH:66]=[CH:65][C:64]([O:67][CH3:68])=[CH:63][C:62]=3[O:69][CH3:70])[C:58](=[O:71])[CH2:57][CH2:56]2)=[CH:77][CH:76]=1. The yield is 0.630.